Task: Predict the reactants needed to synthesize the given product.. Dataset: Full USPTO retrosynthesis dataset with 1.9M reactions from patents (1976-2016) Given the product [NH:7]1[C:2]2[C:1](=[CH:6][CH:5]=[CH:4][CH:3]=2)[N:8]=[CH:9][C:10]1=[O:11], predict the reactants needed to synthesize it. The reactants are: [C:1]1([NH2:8])[CH:6]=[CH:5][CH:4]=[CH:3][C:2]=1[NH2:7].[CH3:9][CH2:10][OH:11].